Dataset: Forward reaction prediction with 1.9M reactions from USPTO patents (1976-2016). Task: Predict the product of the given reaction. (1) Given the reactants [CH3:1][O:2][C:3]1[CH:20]=[CH:19][C:6]([CH2:7][O:8][C:9]2[CH:10]=[CH:11][C:12]3[N:13]([CH:15]=[C:16]([NH2:18])[N:17]=3)[CH:14]=2)=[CH:5][CH:4]=1.[CH:21]1([C:24](Cl)=[O:25])[CH2:23][CH2:22]1, predict the reaction product. The product is: [CH3:1][O:2][C:3]1[CH:4]=[CH:5][C:6]([CH2:7][O:8][C:9]2[CH:10]=[CH:11][C:12]3[N:13]([CH:15]=[C:16]([NH:18][C:24]([CH:21]4[CH2:23][CH2:22]4)=[O:25])[N:17]=3)[CH:14]=2)=[CH:19][CH:20]=1. (2) Given the reactants [CH2:1]([O:8][C:9]1[CH:24]=[CH:23][C:12]([NH:13][C:14]2[CH:19]=[CH:18][C:17]([CH:20]([CH3:22])[CH3:21])=[CH:16][CH:15]=2)=[CH:11][CH:10]=1)[C:2]1[CH:7]=[CH:6][CH:5]=[CH:4][CH:3]=1.[H-].[Na+].I[CH2:28][CH3:29], predict the reaction product. The product is: [CH2:1]([O:8][C:9]1[CH:10]=[CH:11][C:12]([N:13]([CH2:28][CH3:29])[C:14]2[CH:15]=[CH:16][C:17]([CH:20]([CH3:21])[CH3:22])=[CH:18][CH:19]=2)=[CH:23][CH:24]=1)[C:2]1[CH:3]=[CH:4][CH:5]=[CH:6][CH:7]=1. (3) Given the reactants Cl[C:2]1[N:7]=[C:6]([CH3:8])[N:5]=[C:4]([NH:9][C:10]2[S:11][C:12]([S:15][C:16]3[CH:21]=[CH:20][N:19]=[C:18]([C:22]([OH:24])=[O:23])[CH:17]=3)=[CH:13][N:14]=2)[CH:3]=1.[N:25]1([CH2:31][CH2:32][OH:33])[CH2:30][CH2:29][NH:28][CH2:27][CH2:26]1.CCN(C(C)C)C(C)C, predict the reaction product. The product is: [OH:33][CH2:32][CH2:31][N:25]1[CH2:30][CH2:29][N:28]([C:2]2[N:7]=[C:6]([CH3:8])[N:5]=[C:4]([NH:9][C:10]3[S:11][C:12]([S:15][C:16]4[CH:21]=[CH:20][N:19]=[C:18]([C:22]([OH:24])=[O:23])[CH:17]=4)=[CH:13][N:14]=3)[CH:3]=2)[CH2:27][CH2:26]1. (4) Given the reactants [CH2:1]1[C:10]2[C:5](=[CH:6][CH:7]=[CH:8][CH:9]=2)[CH2:4][CH2:3][CH:2]1[C:11](Cl)=[O:12].[CH2:14]([O:16][CH:17]([O:30][CH2:31][CH3:32])[CH2:18][CH2:19][CH2:20][NH:21]C(C1CCCCC1)=O)[CH3:15], predict the reaction product. The product is: [CH2:31]([O:30][CH:17]([O:16][CH2:14][CH3:15])[CH2:18][CH2:19][CH2:20][NH:21][C:11]([CH:2]1[CH2:3][CH2:4][C:5]2[C:10](=[CH:9][CH:8]=[CH:7][CH:6]=2)[CH2:1]1)=[O:12])[CH3:32]. (5) Given the reactants [C:1]([C:5]1[CH:10]=[CH:9][C:8]([C:11]2[CH:16]=[CH:15][C:14]([CH2:17][C:18]3[N:19]([C:31]4[CH:36]=[CH:35][C:34](I)=[CH:33][CH:32]=4)[CH:20]=[C:21]([C:23]4[CH:28]=[CH:27][C:26]([Cl:29])=[CH:25][C:24]=4[Cl:30])[N:22]=3)=[CH:13][CH:12]=2)=[CH:7][CH:6]=1)([CH3:4])([CH3:3])[CH3:2].[NH2:38][C@H:39]([C:43]([OH:45])=[O:44])[CH2:40][CH2:41][CH3:42], predict the reaction product. The product is: [C:1]([C:5]1[CH:10]=[CH:9][C:8]([C:11]2[CH:16]=[CH:15][C:14]([CH2:17][C:18]3[N:19]([C:31]4[CH:36]=[CH:35][C:34]([NH:38][C@@H:39]([CH2:40][CH2:41][CH3:42])[C:43]([OH:45])=[O:44])=[CH:33][CH:32]=4)[CH:20]=[C:21]([C:23]4[CH:28]=[CH:27][C:26]([Cl:29])=[CH:25][C:24]=4[Cl:30])[N:22]=3)=[CH:13][CH:12]=2)=[CH:7][CH:6]=1)([CH3:4])([CH3:3])[CH3:2]. (6) Given the reactants [CH3:1][O:2][C:3](=[O:16])[C:4]1[CH:9]=[CH:8][C:7]([O:10][CH2:11][CH2:12][CH2:13][CH3:14])=[CH:6][C:5]=1[NH2:15].CO[CH:19]([N:22]([CH3:24])[CH3:23])OC, predict the reaction product. The product is: [CH3:1][O:2][C:3](=[O:16])[C:4]1[CH:9]=[CH:8][C:7]([O:10][CH2:11][CH2:12][CH2:13][CH3:14])=[CH:6][C:5]=1[N:15]=[CH:19][N:22]([CH3:24])[CH3:23]. (7) The product is: [CH2:1]([N:8]1[CH2:13][CH2:12][C:11](=[N:14][NH:15][C:16]2[S:18][CH:20]=[C:21]([C:23]3[CH:28]=[CH:27][C:26]([O:29][CH3:30])=[CH:25][CH:24]=3)[N:17]=2)[CH2:10][CH2:9]1)[C:2]1[CH:3]=[CH:4][CH:5]=[CH:6][CH:7]=1. Given the reactants [CH2:1]([N:8]1[CH2:13][CH2:12][C:11](=[N:14][NH:15][C:16](=[S:18])[NH2:17])[CH2:10][CH2:9]1)[C:2]1[CH:7]=[CH:6][CH:5]=[CH:4][CH:3]=1.Br[CH2:20][C:21]([C:23]1[CH:28]=[CH:27][C:26]([O:29][CH3:30])=[CH:25][CH:24]=1)=O, predict the reaction product. (8) Given the reactants [Br:1][C:2]1[CH:7]=[CH:6][C:5]([C:8](=O)[CH2:9][C:10](=O)[C:11]([O:13][CH2:14][CH3:15])=[O:12])=[CH:4][CH:3]=1.Cl.[CH2:19]([NH:23][NH2:24])[CH:20]([CH3:22])[CH3:21], predict the reaction product. The product is: [Br:1][C:2]1[CH:7]=[CH:6][C:5]([C:8]2[N:23]([CH2:19][CH:20]([CH3:22])[CH3:21])[N:24]=[C:10]([C:11]([O:13][CH2:14][CH3:15])=[O:12])[CH:9]=2)=[CH:4][CH:3]=1. (9) Given the reactants [CH3:1][C:2]1[CH:7]=[CH:6][C:5]([CH:8](O)[C:9]([CH3:11])=[CH2:10])=[CH:4][CH:3]=1.[CH2:13]=[CH:14][O:15]CCOCCOCCOC=C, predict the reaction product. The product is: [CH3:11][C:9](=[CH2:10])[CH:8]([C:5]1[CH:6]=[CH:7][C:2]([CH3:1])=[CH:3][CH:4]=1)[CH2:13][CH:14]=[O:15]. (10) Given the reactants [Si:1]([O:8][C@H:9]1[C@@H:13]([O:14][Si:15]([C:18]([CH3:21])([CH3:20])[CH3:19])([CH3:17])[CH3:16])[C@H:12]([N:22]2[CH:27]=[CH:26][C:25](=[O:28])[N:24]([CH2:29][C:30]3[CH:35]=[CH:34][C:33]([O:36][CH3:37])=[CH:32][CH:31]=3)[C:23]2=[O:38])[O:11][CH:10]1[C@H:39]([OH:83])[C@@H:40]([C:76]([O:78][C:79]([CH3:82])([CH3:81])[CH3:80])=[O:77])[NH:41][CH2:42][CH2:43][CH2:44][NH:45][C:46](=[O:75])[CH2:47][CH2:48][CH2:49][CH:50](C1C2C=CC=CC=2C2C1=CC=CC=2)[CH2:51][CH2:52][CH2:53][CH2:54][CH2:55][CH2:56][NH:57]C(=O)OC)([C:4]([CH3:7])([CH3:6])[CH3:5])([CH3:3])[CH3:2], predict the reaction product. The product is: [NH2:57][CH2:56][CH2:55][CH2:54][CH2:53][CH2:52][CH2:51][CH2:50][CH2:49][CH2:48][CH2:47][C:46]([NH:45][CH2:44][CH2:43][CH2:42][NH:41][C@@H:40]([C@H:39]([CH:10]1[C@@H:9]([O:8][Si:1]([C:4]([CH3:6])([CH3:7])[CH3:5])([CH3:2])[CH3:3])[C@@H:13]([O:14][Si:15]([C:18]([CH3:19])([CH3:20])[CH3:21])([CH3:17])[CH3:16])[C@H:12]([N:22]2[CH:27]=[CH:26][C:25](=[O:28])[N:24]([CH2:29][C:30]3[CH:31]=[CH:32][C:33]([O:36][CH3:37])=[CH:34][CH:35]=3)[C:23]2=[O:38])[O:11]1)[OH:83])[C:76]([O:78][C:79]([CH3:80])([CH3:81])[CH3:82])=[O:77])=[O:75].